Dataset: Full USPTO retrosynthesis dataset with 1.9M reactions from patents (1976-2016). Task: Predict the reactants needed to synthesize the given product. Given the product [F:18][S:14]([F:19])([F:16])([F:15])([F:17])[C:10]1[CH:9]=[C:8]([C:6]2[N:7]=[C:2]([NH:32][C:33]3[CH:42]=[C:41]4[C:36]([CH2:37][CH2:38][C:39](=[O:43])[NH:40]4)=[CH:35][CH:34]=3)[C:3]3[NH:22][N:21]=[CH:20][C:4]=3[N:5]=2)[CH:13]=[CH:12][CH:11]=1, predict the reactants needed to synthesize it. The reactants are: Cl[C:2]1[C:3]2[C:4](=[CH:20][N:21](CC3C=CC(OC)=CC=3)[N:22]=2)[N:5]=[C:6]([C:8]2[CH:13]=[CH:12][CH:11]=[C:10]([S:14]([F:19])([F:18])([F:17])([F:16])[F:15])[CH:9]=2)[N:7]=1.[NH2:32][C:33]1[CH:42]=[C:41]2[C:36]([CH2:37][CH2:38][C:39](=[O:43])[NH:40]2)=[CH:35][CH:34]=1.Cl.